This data is from Full USPTO retrosynthesis dataset with 1.9M reactions from patents (1976-2016). The task is: Predict the reactants needed to synthesize the given product. (1) Given the product [C:1]([O:5][C:6]([N:8]1[CH2:13][C@@H:12]([C:14](=[O:37])[NH:15][CH2:16][C:17]2([CH2:31][CH2:32][CH2:33][CH2:34][O:35][CH3:36])[C:30]3[CH:29]=[CH:28][CH:27]=[CH:26][C:25]=3[O:24][C:23]3[C:18]2=[CH:19][CH:20]=[CH:21][CH:22]=3)[CH2:11][C@@H:10]([C:38](=[O:39])[NH:48][CH2:41][C:42]2[CH:47]=[CH:46][CH:45]=[CH:44][CH:43]=2)[CH2:9]1)=[O:7])([CH3:4])([CH3:3])[CH3:2], predict the reactants needed to synthesize it. The reactants are: [C:1]([O:5][C:6]([N:8]1[CH2:13][C@@H:12]([C:14](=[O:37])[NH:15][CH2:16][C:17]2([CH2:31][CH2:32][CH2:33][CH2:34][O:35][CH3:36])[C:30]3[CH:29]=[CH:28][CH:27]=[CH:26][C:25]=3[O:24][C:23]3[C:18]2=[CH:19][CH:20]=[CH:21][CH:22]=3)[CH2:11][C@@H:10]([C:38](O)=[O:39])[CH2:9]1)=[O:7])([CH3:4])([CH3:3])[CH3:2].[CH2:41]([NH2:48])[C:42]1[CH:47]=[CH:46][CH:45]=[CH:44][CH:43]=1. (2) Given the product [CH3:31][C:32]1([CH3:38])[NH:33][CH2:34][CH2:35][N:36]([C:2]2[N:11]=[C:10]([NH:12][CH2:13][C:14]3[CH:15]=[CH:16][C:17]([NH:20][C:21](=[O:29])[C:22]4[CH:27]=[CH:26][C:25]([F:28])=[CH:24][CH:23]=4)=[CH:18][CH:19]=3)[C:9]3[C:4](=[CH:5][C:6]([CH3:30])=[CH:7][CH:8]=3)[N:3]=2)[CH2:37]1, predict the reactants needed to synthesize it. The reactants are: Cl[C:2]1[N:11]=[C:10]([NH:12][CH2:13][C:14]2[CH:19]=[CH:18][C:17]([NH:20][C:21](=[O:29])[C:22]3[CH:27]=[CH:26][C:25]([F:28])=[CH:24][CH:23]=3)=[CH:16][CH:15]=2)[C:9]2[C:4](=[CH:5][C:6]([CH3:30])=[CH:7][CH:8]=2)[N:3]=1.[CH3:31][C:32]1([CH3:38])[CH2:37][NH:36][CH2:35][CH2:34][NH:33]1. (3) Given the product [CH3:1][C:2]1[N:3]=[C:4]([C:8]2[N:9]([C:17]3[CH:22]=[CH:21][C:20]([S:23]([NH2:45])(=[O:25])=[O:24])=[CH:19][CH:18]=3)[CH:10]=[C:11]([C:13]([F:16])([F:15])[F:14])[N:12]=2)[CH:5]=[CH:6][CH:7]=1, predict the reactants needed to synthesize it. The reactants are: [CH3:1][C:2]1[CH:7]=[CH:6][CH:5]=[C:4]([C:8]2[N:9]([C:17]3[CH:22]=[CH:21][C:20]([S:23](C)(=[O:25])=[O:24])=[CH:19][CH:18]=3)[CH:10]=[C:11]([C:13]([F:16])([F:15])[F:14])[N:12]=2)[N:3]=1.C([Mg]Cl)CCC.C(B(CC)CC)C.C([O-])(=O)C.[Na+].[NH2:45]OS(O)(=O)=O. (4) Given the product [CH2:18]([N:17]([C:10]1[C:11]2[C:16](=[CH:15][CH:14]=[CH:13][CH:12]=2)[NH:8][N:9]=1)[C:20]([C:22]1[C:27]([NH:28][S:29]([C:32]2[CH:37]=[CH:36][C:35]([Cl:38])=[C:34]([C:39]([F:41])([F:42])[F:40])[CH:33]=2)(=[O:31])=[O:30])=[CH:26][C:25]([Cl:43])=[CH:24][N:23]=1)=[O:21])[CH3:19], predict the reactants needed to synthesize it. The reactants are: C(OC([N:8]1[C:16]2[C:11](=[CH:12][CH:13]=[CH:14][CH:15]=2)[C:10]([N:17]([C:20]([C:22]2[C:27]([NH:28][S:29]([C:32]3[CH:37]=[CH:36][C:35]([Cl:38])=[C:34]([C:39]([F:42])([F:41])[F:40])[CH:33]=3)(=[O:31])=[O:30])=[CH:26][C:25]([Cl:43])=[CH:24][N:23]=2)=[O:21])[CH2:18][CH3:19])=[N:9]1)=O)(C)(C)C.